This data is from Forward reaction prediction with 1.9M reactions from USPTO patents (1976-2016). The task is: Predict the product of the given reaction. (1) Given the reactants [C:1]([O:5][C:6]([NH:8][C@@H:9]([CH3:14])[CH2:10][C:11]([OH:13])=[O:12])=[O:7])([CH3:4])([CH3:3])[CH3:2].[CH3:15][Si](C=[N+]=[N-])(C)C, predict the reaction product. The product is: [CH3:15][O:12][C:11](=[O:13])[CH2:10][C@@H:9]([NH:8][C:6]([O:5][C:1]([CH3:4])([CH3:2])[CH3:3])=[O:7])[CH3:14]. (2) Given the reactants CO.[Li+].[BH4-].C([O:7][C:8]([C:10]1[CH:11]=[C:12]2[CH2:17][CH2:16][CH2:15][N:13]2[N:14]=1)=O)C, predict the reaction product. The product is: [N:14]1[N:13]2[CH2:15][CH2:16][CH2:17][C:12]2=[CH:11][C:10]=1[CH2:8][OH:7]. (3) Given the reactants [Cl:1]N1C(=O)CCC1=O.[C:9]([Si:13]([CH3:23])([CH3:22])[O:14][CH2:15][CH2:16][C:17]1[S:18][CH:19]=[CH:20][CH:21]=1)([CH3:12])([CH3:11])[CH3:10], predict the reaction product. The product is: [C:9]([Si:13]([O:14][CH2:15][CH2:16][C:17]1[S:18][C:19]([Cl:1])=[CH:20][CH:21]=1)([CH3:23])[CH3:22])([CH3:10])([CH3:12])[CH3:11]. (4) Given the reactants [CH3:1][N:2]([CH2:4][CH2:5][O:6][CH:7]([C:14]1[CH:15]=[CH:16][CH:17]=[CH:18][CH:19]=1)[C:8]1[CH:9]=[CH:10][CH:11]=[CH:12][CH:13]=1)[CH3:3].Cl.[OH-].[Na+], predict the reaction product. The product is: [CH3:3][N:2]([CH2:4][CH2:5][O:6][CH:7]([C:14]1[CH:19]=[CH:18][CH:17]=[CH:16][CH:15]=1)[C:8]1[CH:9]=[CH:10][CH:11]=[CH:12][CH:13]=1)[CH3:1]. (5) The product is: [CH:1]1([CH:12]([C:11]2[CH:10]=[CH:9][C:8]([C:7]([F:6])([F:16])[F:17])=[CH:15][CH:14]=2)[OH:13])[CH2:3][CH2:2]1. Given the reactants [CH:1]1([Mg]Br)[CH2:3][CH2:2]1.[F:6][C:7]([F:17])([F:16])[C:8]1[CH:15]=[CH:14][C:11]([CH:12]=[O:13])=[CH:10][CH:9]=1.O.C(OCC)(=O)C, predict the reaction product. (6) Given the reactants [C:1]([O:5][C:6]([N:8]1[CH2:13][CH2:12][CH:11]([NH2:14])[CH2:10][CH2:9]1)=[O:7])([CH3:4])([CH3:3])[CH3:2].[OH:15][C:16]1[C:23]([N+:24]([O-:26])=[O:25])=[CH:22][C:19]([CH:20]=O)=[CH:18][C:17]=1[O:27][CH3:28].[BH4-].[Na+].C(O)(=O)C, predict the reaction product. The product is: [C:1]([O:5][C:6]([N:8]1[CH2:13][CH2:12][CH:11]([NH:14][CH2:20][C:19]2[CH:22]=[C:23]([N+:24]([O-:26])=[O:25])[C:16]([OH:15])=[C:17]([O:27][CH3:28])[CH:18]=2)[CH2:10][CH2:9]1)=[O:7])([CH3:4])([CH3:2])[CH3:3]. (7) Given the reactants [C:1]([O:5][C:6]([N:8]1[CH2:11][C:10]([C@H:13]([C:15]2[CH:16]=[C:17]3[C:26](=[CH:27][C:28]=2Br)[O:25][CH2:24][C:23]2[N:18]3[C@H:19]([CH3:31])[C:20](=[O:30])[NH:21][N:22]=2)[CH3:14])([CH3:12])[CH2:9]1)=[O:7])([CH3:4])([CH3:3])[CH3:2].[F:32][C:33]1[CH:38]=[CH:37][CH:36]=[CH:35][C:34]=1B(O)O.C(=O)([O-])[O-].[Na+].[Na+], predict the reaction product. The product is: [C:1]([O:5][C:6]([N:8]1[CH2:11][C:10]([C@@H:13]([C:15]2[CH:16]=[C:17]3[C:26](=[CH:27][C:28]=2[C:34]2[CH:35]=[CH:36][CH:37]=[CH:38][C:33]=2[F:32])[O:25][CH2:24][C:23]2[N:18]3[C@H:19]([CH3:31])[C:20](=[O:30])[NH:21][N:22]=2)[CH3:14])([CH3:12])[CH2:9]1)=[O:7])([CH3:4])([CH3:3])[CH3:2]. (8) The product is: [ClH:28].[ClH:28].[ClH:28].[NH:1]1[C:9]2[C:4](=[CH:5][CH:6]=[CH:7][CH:8]=2)[C:3]([CH2:10][CH2:11][NH:12][CH:13]2[CH2:18][CH2:17][C:16]([C:22]3[CH:27]=[CH:26][CH:25]=[CH:24][N:23]=3)([N:19]([CH3:20])[CH3:21])[CH2:15][CH2:14]2)=[CH:2]1. Given the reactants [NH:1]1[C:9]2[C:4](=[CH:5][CH:6]=[CH:7][CH:8]=2)[C:3]([CH2:10][CH2:11][NH:12][CH:13]2[CH2:18][CH2:17][C:16]([C:22]3[CH:27]=[CH:26][CH:25]=[CH:24][N:23]=3)([N:19]([CH3:21])[CH3:20])[CH2:15][CH2:14]2)=[CH:2]1.[Cl:28][Si](C)(C)C, predict the reaction product. (9) Given the reactants C(OC([NH:8][NH:9][C:10]([C:12]1[CH:21]=[CH:20][C:15]2[O:16][CH2:17][CH2:18][O:19][C:14]=2[C:13]=1[CH2:22][CH3:23])=[O:11])=O)(C)(C)C.FC(F)(F)C(O)=[O:27].[OH-].[Na+].O, predict the reaction product. The product is: [NH2:8][NH2:9].[CH2:22]([C:13]1[C:14]2[O:19][CH2:18][CH2:17][O:16][C:15]=2[CH:20]=[CH:21][C:12]=1[C:10]([OH:11])=[O:27])[CH3:23]. (10) Given the reactants C[O:2][C:3](=[O:25])[CH:4]([C:18]1[CH:23]=[CH:22][C:21]([Br:24])=[CH:20][CH:19]=1)[O:5][C:6]1[CH:11]=[C:10]([O:12][CH2:13][CH3:14])[CH:9]=[C:8]([O:15][CH2:16][CH3:17])[CH:7]=1.O.C(=O)([O-])[O-].[K+].[K+], predict the reaction product. The product is: [Br:24][C:21]1[CH:20]=[CH:19][C:18]([CH:4]([O:5][C:6]2[CH:7]=[C:8]([O:15][CH2:16][CH3:17])[CH:9]=[C:10]([O:12][CH2:13][CH3:14])[CH:11]=2)[C:3]([OH:25])=[O:2])=[CH:23][CH:22]=1.